This data is from Full USPTO retrosynthesis dataset with 1.9M reactions from patents (1976-2016). The task is: Predict the reactants needed to synthesize the given product. (1) Given the product [CH2:19]([O:18][C:12]1[CH:13]=[CH:14][CH:15]=[C:16]([F:17])[C:11]=1[CH:2]1[N:1]([CH2:27][C:26]2[CH:29]=[CH:30][CH:31]=[C:24]([O:23][CH2:21][CH3:22])[CH:25]=2)[C:5](=[O:7])[CH:4]([CH3:10])[CH2:3]1)[CH3:20], predict the reactants needed to synthesize it. The reactants are: [NH2:1][CH:2]([C:11]1[C:16]([F:17])=[CH:15][CH:14]=[CH:13][C:12]=1[O:18][CH2:19][CH3:20])[CH2:3][CH:4]([CH3:10])[C:5]([O:7]CC)=O.[CH2:21]([O:23][C:24]1[CH:25]=[C:26]([CH:29]=[CH:30][CH:31]=1)[CH:27]=O)[CH3:22]. (2) Given the product [OH:6][CH2:5][CH2:4][CH2:3][CH2:2][NH:1][C:21](=[O:22])[O:20][CH2:13][C:14]1[CH:19]=[CH:18][CH:17]=[CH:16][CH:15]=1, predict the reactants needed to synthesize it. The reactants are: [NH2:1][CH2:2][CH2:3][CH2:4][CH2:5][OH:6].N1C=CC=CC=1.[CH2:13]([O:20][C:21](Cl)=[O:22])[C:14]1[CH:19]=[CH:18][CH:17]=[CH:16][CH:15]=1. (3) Given the product [NH2:6][C:9]1[C:10]([NH:15][C:16]2[CH:26]=[CH:25][C:19]([C:20]([O:22][CH2:23][CH3:24])=[O:21])=[CH:18][CH:17]=2)=[N:11][CH:12]=[CH:13][CH:14]=1, predict the reactants needed to synthesize it. The reactants are: C(O)C.[Cl-].[NH4+].[N+:6]([C:9]1[C:10]([NH:15][C:16]2[CH:26]=[CH:25][C:19]([C:20]([O:22][CH2:23][CH3:24])=[O:21])=[CH:18][CH:17]=2)=[N:11][CH:12]=[CH:13][CH:14]=1)([O-])=O. (4) Given the product [C:5]([N:8]1[CH2:13][CH2:12][CH:11]([C:14](=[O:15])[C:20]2[CH:21]=[CH:22][C:17]([S:23][CH3:24])=[CH:18][CH:19]=2)[CH2:10][CH2:9]1)(=[O:7])[CH3:6], predict the reactants needed to synthesize it. The reactants are: [Cl-].[Al+3].[Cl-].[Cl-].[C:5]([N:8]1[CH2:13][CH2:12][CH:11]([C:14](Cl)=[O:15])[CH2:10][CH2:9]1)(=[O:7])[CH3:6].[C:17]1([S:23][CH3:24])[CH:22]=[CH:21][CH:20]=[CH:19][CH:18]=1. (5) The reactants are: [Si:1]([O:8][CH2:9][C:10]1([CH2:24][O:25][Si:26]([C:29]([CH3:32])([CH3:31])[CH3:30])([CH3:28])[CH3:27])[CH2:14][CH2:13][CH:12]([CH2:15][OH:16])[N:11]1[C:17]([O:19][C:20]([CH3:23])([CH3:22])[CH3:21])=[O:18])([C:4]([CH3:7])([CH3:6])[CH3:5])([CH3:3])[CH3:2].[C:33]1([CH3:43])[CH:38]=[CH:37][C:36]([S:39](Cl)(=[O:41])=[O:40])=[CH:35][CH:34]=1. Given the product [Si:26]([O:25][CH2:24][C:10]1([CH2:9][O:8][Si:1]([C:4]([CH3:7])([CH3:5])[CH3:6])([CH3:3])[CH3:2])[CH2:14][CH2:13][CH:12]([CH2:15][O:16][S:39]([C:36]2[CH:37]=[CH:38][C:33]([CH3:43])=[CH:34][CH:35]=2)(=[O:41])=[O:40])[N:11]1[C:17]([O:19][C:20]([CH3:21])([CH3:22])[CH3:23])=[O:18])([C:29]([CH3:32])([CH3:31])[CH3:30])([CH3:27])[CH3:28], predict the reactants needed to synthesize it. (6) Given the product [F:1][C:2]1[CH:7]=[CH:6][C:5]([C:8]2[CH2:13][CH2:12][CH2:11][CH2:10][C:9]=2[C:14]([NH:16][C:17]2[CH:18]=[CH:19][C:20]([NH:23][CH2:31][CH2:32][C:33]3[CH:38]=[CH:37][CH:36]=[CH:35][N:34]=3)=[CH:21][CH:22]=2)=[O:15])=[CH:4][CH:3]=1, predict the reactants needed to synthesize it. The reactants are: [F:1][C:2]1[CH:7]=[CH:6][C:5]([C:8]2[CH2:13][CH2:12][CH2:11][CH2:10][C:9]=2[C:14]([NH:16][C:17]2[CH:22]=[CH:21][C:20]([N:23]([CH2:31][CH2:32][C:33]3[CH:38]=[CH:37][CH:36]=[CH:35][N:34]=3)C(=O)OC(C)(C)C)=[CH:19][CH:18]=2)=[O:15])=[CH:4][CH:3]=1.FC(F)(F)C(O)=O. (7) Given the product [Cl:7][C:5]1[N:6]=[C:2]([CH:34]=[CH2:35])[N:3]([C:18]2[CH:23]=[CH:22][CH:21]=[C:20]([O:24][CH:25]([F:27])[F:26])[CH:19]=2)[C:4]=1[C:8]1[C:13]([F:14])=[CH:12][CH:11]=[C:10]([O:15][CH3:16])[C:9]=1[F:17], predict the reactants needed to synthesize it. The reactants are: Br[C:2]1[N:3]([C:18]2[CH:23]=[CH:22][CH:21]=[C:20]([O:24][CH:25]([F:27])[F:26])[CH:19]=2)[C:4]([C:8]2[C:13]([F:14])=[CH:12][CH:11]=[C:10]([O:15][CH3:16])[C:9]=2[F:17])=[C:5]([Cl:7])[N:6]=1.B1(C=C)OB([CH:34]=[CH2:35])OB(C=C)O1.C1C=CN=CC=1.C(=O)([O-])[O-].[Cs+].[Cs+].